From a dataset of Peptide-MHC class II binding affinity with 134,281 pairs from IEDB. Regression. Given a peptide amino acid sequence and an MHC pseudo amino acid sequence, predict their binding affinity value. This is MHC class II binding data. (1) The peptide sequence is SVGSLGRYKDEKDVT. The MHC is HLA-DQA10102-DQB10502 with pseudo-sequence HLA-DQA10102-DQB10502. The binding affinity (normalized) is 0.403. (2) The peptide sequence is SRAEVSYVHVNGAKF. The MHC is DRB1_0701 with pseudo-sequence DRB1_0701. The binding affinity (normalized) is 0.573.